Dataset: Human liver microsome stability data. Task: Regression/Classification. Given a drug SMILES string, predict its absorption, distribution, metabolism, or excretion properties. Task type varies by dataset: regression for continuous measurements (e.g., permeability, clearance, half-life) or binary classification for categorical outcomes (e.g., BBB penetration, CYP inhibition). Dataset: hlm. The drug is CNc1nc(NCCCN(C)C)c2sc(-c3ccc(OC)nc3)cc2n1. The result is 0 (unstable in human liver microsomes).